Dataset: Catalyst prediction with 721,799 reactions and 888 catalyst types from USPTO. Task: Predict which catalyst facilitates the given reaction. (1) The catalyst class is: 7. Reactant: CC1C=CC(S(O[CH2:12][C:13]2([CH2:32][OH:33])[O:18][CH2:17][C@@H:16]([C:19]3[CH:24]=[CH:23][CH:22]=[CH:21][CH:20]=3)[N:15]([CH2:25][C:26]3[CH:31]=[CH:30][CH:29]=[CH:28][CH:27]=3)[CH2:14]2)(=O)=O)=CC=1.C([Li])CCC. Product: [CH2:25]([N:15]1[CH2:14][C:13]2([CH2:12][O:33][CH2:32]2)[O:18][CH2:17][C@H:16]1[C:19]1[CH:20]=[CH:21][CH:22]=[CH:23][CH:24]=1)[C:26]1[CH:31]=[CH:30][CH:29]=[CH:28][CH:27]=1. (2) Reactant: [CH3:1][Al](C)C.[Br:5][C:6]1[CH:7]=[C:8]2[C:13](=[CH:14][CH:15]=1)[O:12][C:11]([CH3:17])([CH3:16])[CH2:10][C:9]2=[O:18]. Product: [Br:5][C:6]1[CH:7]=[C:8]2[C:13](=[CH:14][CH:15]=1)[O:12][C:11]([CH3:16])([CH3:17])[CH2:10][C:9]2([CH3:1])[OH:18]. The catalyst class is: 11. (3) Reactant: [NH2:1][C:2]1[C:3]2[C:8]([N:9]=[C:10]3[C:15]=1[CH:14]=[CH:13][CH:12]=[CH:11]3)=[CH:7][CH:6]=[CH:5][CH:4]=2.Cl[C:17]1[CH:25]=[CH:24][C:20]([C:21]([OH:23])=[O:22])=[CH:19][C:18]=1[N+:26]([O-:28])=[O:27].O.Cl. Product: [CH:4]1[C:3]2[C:8](=[N:9][C:10]3[C:15]([C:2]=2[NH:1][C:17]2[CH:25]=[CH:24][C:20]([C:21]([OH:23])=[O:22])=[CH:19][C:18]=2[N+:26]([O-:28])=[O:27])=[CH:14][CH:13]=[CH:12][CH:11]=3)[CH:7]=[CH:6][CH:5]=1. The catalyst class is: 655. (4) Reactant: [OH:1][CH2:2][C@@H:3]([C@H:5]([C@@H:7]([C@@H:9]([CH2:11][OH:12])[OH:10])O)O)O.CC[C:15]([N:17]([CH:24]1[CH2:29]CN(CCC2C=CC=CC=2)CC1)[C:18]1[CH:19]=[CH:20][CH:21]=[CH:22][CH:23]=1)=O.[CH2:38](C(O)(C(O)=O)CC(O)=O)[C:39](O)=O. Product: [CH3:15][N:17]1[C@@H:18]2[CH2:23][C:22]3=[CH:21][CH:20]=[C:2]([OH:1])[C:3]4[O:10][C@H:9]5[C:11]([CH2:38][CH2:39][C@@H:19]2[C@:7]5([C:5]=43)[CH2:29][CH2:24]1)=[O:12]. The catalyst class is: 6. (5) Product: [NH2:14][CH2:13][C:12]1[C:11]([O:15][CH3:16])=[N:10][C:9]([CH3:17])=[CH:8][C:7]=1[CH2:6][N:4]([CH3:5])[CH2:1][CH:2]=[CH2:3]. The catalyst class is: 28. Reactant: [CH2:1]([N:4]([CH2:6][C:7]1[C:12]([C:13]#[N:14])=[C:11]([O:15][CH3:16])[N:10]=[C:9]([CH3:17])[CH:8]=1)[CH3:5])[CH:2]=[CH2:3].[H-].[H-].[H-].[H-].[Li+].[Al+3]. (6) Reactant: [ClH:1].C(OC(=O)[NH:8][C@H:9]([C:13]([N:15]1[CH2:20][CH2:19][CH:18]([O:21][C:22]2[CH:23]=[N:24][C:25]([C:28]([F:31])([F:30])[F:29])=[CH:26][CH:27]=2)[CH2:17][CH2:16]1)=[O:14])[CH:10]([CH3:12])[CH3:11])(C)(C)C. Product: [ClH:1].[ClH:1].[CH3:11][CH:10]([CH3:12])[C@H:9]([NH2:8])[C:13](=[O:14])[N:15]1[CH2:16][CH2:17][CH:18]([O:21][C:22]2[CH:23]=[N:24][C:25]([C:28]([F:31])([F:29])[F:30])=[CH:26][CH:27]=2)[CH2:19][CH2:20]1. The catalyst class is: 8.